From a dataset of Drug-target binding data from BindingDB using IC50 measurements. Regression. Given a target protein amino acid sequence and a drug SMILES string, predict the binding affinity score between them. We predict pIC50 (pIC50 = -log10(IC50 in M); higher means more potent). Dataset: bindingdb_ic50. (1) The small molecule is NC(=O)[C@H](Cc1ccccc1)NC(=O)[C@@H](CC(c1ccccc1)c1ccccc1)CP(=O)(O)[C@@H](N)CCc1ccccc1. The target protein (Q9NZ08) has sequence MVFLPLKWSLATMSFLLSSLLALLTVSTPSWCQSTEASPKRSDGTPFPWNKIRLPEYVIPVHYDLLIHANLTTLTFWGTTKVEITASQPTSTIILHSHHLQISRATLRKGAGERLSEEPLQVLEHPRQEQIALLAPEPLLVGLPYTVVIHYAGNLSETFHGFYKSTYRTKEGELRILASTQFEPTAARMAFPCFDEPAFKASFSIKIRREPRHLAISNMPLVKSVTVAEGLIEDHFDVTVKMSTYLVAFIISDFESVSKITKSGVKVSVYAVPDKINQADYALDAAVTLLEFYEDYFSIPYPLPKQDLAAIPDFQSGAMENWGLTTYRESALLFDAEKSSASSKLGITMTVAHELAHQWFGNLVTMEWWNDLWLNEGFAKFMEFVSVSVTHPELKVGDYFFGKCFDAMEVDALNSSHPVSTPVENPAQIREMFDDVSYDKGACILNMLREYLSADAFKSGIVQYLQKHSYKNTKNEDLWDSMASICPTDGVKGMDGFCSR.... The pIC50 is 4.0. (2) The pIC50 is 3.3. The compound is C[C@@]1(Cl)[C@H](O)[C@@H](COP(=O)(O)OP(=O)(O)OP(=O)(O)O)O[C@H]1n1ccc(=O)[nH]c1=O. The target protein (O00411) has sequence MSALCWGRGAAGLKRALRPCGRPGLPGKEGTAGGVCGPRRSSSASPQEQDQDRRKDWGHVELLEVLQARVRQLQAESVSEVVVNRVDVARLPECGSGDGSLQPPRKVQMGAKDATPVPCGRWAKILEKDKRTQQMRMQRLKAKLQMPFQSGEFKALTRRLQVEPRLLSKQMAGCLEDCTRQAPESPWEEQLARLLQEAPGKLSLDVEQAPSGQHSQAQLSGQQQRLLAFFKCCLLTDQLPLAHHLLVVHHGQRQKRKLLTLDMYNAVMLGWARQGAFKELVYVLFMVKDAGLTPDLLSYAAALQCMGRQDQDAGTIERCLEQMSQEGLKLQALFTAVLLSEEDRATVLKAVHKVKPTFSLPPQLPPPVNTSKLLRDVYAKDGRVSYPKLHLPLKTLQCLFEKQLHMELASRVCVVSVEKPTLPSKEVKHARKTLKTLRDQWEKALCRALRETKNRLEREVYEGRFSLYPFLCLLDEREVVRMLLQVLQALPAQGESFTTL....